Dataset: CYP2C19 inhibition data for predicting drug metabolism from PubChem BioAssay. Task: Regression/Classification. Given a drug SMILES string, predict its absorption, distribution, metabolism, or excretion properties. Task type varies by dataset: regression for continuous measurements (e.g., permeability, clearance, half-life) or binary classification for categorical outcomes (e.g., BBB penetration, CYP inhibition). Dataset: cyp2c19_veith. (1) The molecule is CCCCOc1ccc(OCCCN2CCOCC2)cc1. The result is 0 (non-inhibitor). (2) The compound is CCOC(=O)c1nc(N)sc1C(=O)OCC. The result is 0 (non-inhibitor). (3) The molecule is CSC([N-]/N=C/c1cccc(C)n1)=S=[Cu].CS[C@H]([S-])[N-]/N=C/c1cccc(C)n1. The result is 1 (inhibitor). (4) The molecule is O=[N+]([O-])c1nccn1C[C@H](O)CN1CCCCC1. The result is 0 (non-inhibitor). (5) The molecule is COC(=O)c1cc(C(=O)c2ccc(Cl)cc2Cl)cn1C. The result is 1 (inhibitor). (6) The molecule is CN(C)c1nc(N(C)C)nc(N(C)C)n1. The result is 0 (non-inhibitor). (7) The compound is CN1CCN(c2ncc3nc(-c4cn(C)c5ccccc45)c(=O)n(-c4ccccc4)c3n2)CC1. The result is 0 (non-inhibitor).